From a dataset of Catalyst prediction with 721,799 reactions and 888 catalyst types from USPTO. Predict which catalyst facilitates the given reaction. (1) Reactant: [Cl:1][C:2]1[C:7]([Cl:8])=[CH:6][C:5]([NH2:9])=[C:4]([NH2:10])[CH:3]=1.C([O:15][C:16](=O)[CH2:17][C:18](=O)[C:19]1[CH:24]=[CH:23][CH:22]=[C:21]([C:25]2[CH:26]=[N:27][CH:28]=[N:29][CH:30]=2)[CH:20]=1)(C)(C)C. Product: [Cl:1][C:2]1[C:7]([Cl:8])=[CH:6][C:5]2[NH:9][C:16](=[O:15])[CH2:17][C:18]([C:19]3[CH:24]=[CH:23][CH:22]=[C:21]([C:25]4[CH:26]=[N:27][CH:28]=[N:29][CH:30]=4)[CH:20]=3)=[N:10][C:4]=2[CH:3]=1. The catalyst class is: 113. (2) Reactant: [Br:1][C:2]1[CH:3]=[C:4]2[C:9](=[N:10][C:11]=1[OH:12])[N:8]([C@@H:13]([CH:23]([CH3:25])[CH3:24])[CH2:14][O:15][Si:16]([C:19]([CH3:22])([CH3:21])[CH3:20])([CH3:18])[CH3:17])[CH:7]=[C:6]([C:26]([OH:28])=[O:27])[C:5]2=[O:29].[H-].[Li+].[CH2:32](I)[CH3:33].[CH3:35][CH2:36]OC(C)=O. Product: [Br:1][C:2]1[CH:3]=[C:4]2[C:9](=[N:10][C:11]=1[O:12][CH2:35][CH3:36])[N:8]([C@@H:13]([CH:23]([CH3:25])[CH3:24])[CH2:14][O:15][Si:16]([C:19]([CH3:22])([CH3:21])[CH3:20])([CH3:18])[CH3:17])[CH:7]=[C:6]([C:26]([O:28][CH2:32][CH3:33])=[O:27])[C:5]2=[O:29]. The catalyst class is: 3. (3) Reactant: CN(C)C=O.[CH3:6][O:7][C:8]1[CH:17]=[C:16]2[C:11]([CH:12]=[CH:13][C:14](=[O:32])[N:15]2[CH2:18][CH2:19][CH2:20][C:21]2([C:27]([O:29][CH2:30][CH3:31])=[O:28])[CH2:26][CH2:25][NH:24][CH2:23][CH2:22]2)=[CH:10][CH:9]=1.C(=O)([O-])[O-].[K+].[K+].Br[CH2:40][CH2:41][O:42][C:43]1[CH:48]=[CH:47][CH:46]=[CH:45][CH:44]=1. Product: [CH3:6][O:7][C:8]1[CH:17]=[C:16]2[C:11]([CH:12]=[CH:13][C:14](=[O:32])[N:15]2[CH2:18][CH2:19][CH2:20][C:21]2([C:27]([O:29][CH2:30][CH3:31])=[O:28])[CH2:26][CH2:25][N:24]([CH2:40][CH2:41][O:42][C:43]3[CH:48]=[CH:47][CH:46]=[CH:45][CH:44]=3)[CH2:23][CH2:22]2)=[CH:10][CH:9]=1. The catalyst class is: 84.